Dataset: NCI-60 drug combinations with 297,098 pairs across 59 cell lines. Task: Regression. Given two drug SMILES strings and cell line genomic features, predict the synergy score measuring deviation from expected non-interaction effect. (1) Drug 1: CCCS(=O)(=O)NC1=C(C(=C(C=C1)F)C(=O)C2=CNC3=C2C=C(C=N3)C4=CC=C(C=C4)Cl)F. Drug 2: CCC1(C2=C(COC1=O)C(=O)N3CC4=CC5=C(C=CC(=C5CN(C)C)O)N=C4C3=C2)O.Cl. Cell line: LOX IMVI. Synergy scores: CSS=43.2, Synergy_ZIP=-3.42, Synergy_Bliss=-0.991, Synergy_Loewe=2.63, Synergy_HSA=3.99. (2) Drug 1: C(=O)(N)NO. Drug 2: COCCOC1=C(C=C2C(=C1)C(=NC=N2)NC3=CC=CC(=C3)C#C)OCCOC.Cl. Cell line: EKVX. Synergy scores: CSS=6.58, Synergy_ZIP=-5.05, Synergy_Bliss=-3.89, Synergy_Loewe=-3.58, Synergy_HSA=-0.604. (3) Drug 1: CC1=C(C=C(C=C1)C(=O)NC2=CC(=CC(=C2)C(F)(F)F)N3C=C(N=C3)C)NC4=NC=CC(=N4)C5=CN=CC=C5. Drug 2: COC1=C2C(=CC3=C1OC=C3)C=CC(=O)O2. Cell line: MALME-3M. Synergy scores: CSS=-3.22, Synergy_ZIP=2.21, Synergy_Bliss=0.476, Synergy_Loewe=-1.26, Synergy_HSA=-3.10.